Dataset: Full USPTO retrosynthesis dataset with 1.9M reactions from patents (1976-2016). Task: Predict the reactants needed to synthesize the given product. (1) Given the product [C:37]12([NH:47][C:48]([NH:3][C:4]3[CH:36]=[CH:35][C:7]([O:8][C:9]4[CH:10]=[CH:11][C:12]5[N:16]=[C:15]([CH2:17][O:18][C:19]6[CH:32]=[CH:31][C:22]([CH2:23][CH:24]7[S:28][C:27](=[O:29])[NH:26][C:25]7=[O:30])=[CH:21][CH:20]=6)[N:14]([CH3:33])[C:13]=5[CH:34]=4)=[CH:6][CH:5]=3)=[O:60])[CH2:46][CH:41]3[CH2:42][CH:43]([CH2:45][CH:39]([CH2:40]3)[CH2:38]1)[CH2:44]2, predict the reactants needed to synthesize it. The reactants are: Cl.Cl.[NH2:3][C:4]1[CH:36]=[CH:35][C:7]([O:8][C:9]2[CH:10]=[CH:11][C:12]3[N:16]=[C:15]([CH2:17][O:18][C:19]4[CH:32]=[CH:31][C:22]([CH2:23][CH:24]5[S:28][C:27](=[O:29])[NH:26][C:25]5=[O:30])=[CH:21][CH:20]=4)[N:14]([CH3:33])[C:13]=3[CH:34]=2)=[CH:6][CH:5]=1.[C:37]12([N:47]=[C:48]=S)[CH2:46][CH:41]3[CH2:42][CH:43]([CH2:45][CH:39]([CH2:40]3)[CH2:38]1)[CH2:44]2.C(N(CC)CC)C.CN(C)C=[O:60]. (2) Given the product [CH:1]1([C:7]([N:9]2[C:18]3[C:13](=[CH:14][CH:15]=[CH:16][CH:17]=3)[CH2:12][CH2:11][CH:10]2[CH2:19][N:31]2[CH2:30][CH2:29][N:28]([C:25]3[CH:26]=[CH:27][C:22]([F:21])=[CH:23][C:24]=3[O:34][CH3:35])[CH2:33][CH2:32]2)=[O:8])[CH2:2][CH2:3][CH2:4][CH2:5][CH2:6]1, predict the reactants needed to synthesize it. The reactants are: [CH:1]1([C:7]([N:9]2[C:18]3[C:13](=[CH:14][CH:15]=[CH:16][CH:17]=3)[CH2:12][CH2:11][CH:10]2[CH:19]=O)=[O:8])[CH2:6][CH2:5][CH2:4][CH2:3][CH2:2]1.[F:21][C:22]1[CH:27]=[CH:26][C:25]([N:28]2[CH2:33][CH2:32][NH:31][CH2:30][CH2:29]2)=[C:24]([O:34][CH3:35])[CH:23]=1.C(O[BH-](OC(=O)C)OC(=O)C)(=O)C.[Na+].[OH-].[Na+]. (3) Given the product [NH2:48][C@@H:8]([CH2:1][C:2]1[CH:3]=[CH:4][CH:5]=[CH:6][CH:7]=1)[CH2:9][C@H:10]([OH:47])[C@@H:11]([NH:25][C:26](=[O:46])[C@@H:27]([N:32]1[CH2:36][CH2:35][N:34]([CH2:37][C:38]2[CH:43]=[CH:42][CH:41]=[C:40]([CH3:44])[N:39]=2)[C:33]1=[O:45])[C:28]([CH3:29])([CH3:31])[CH3:30])[CH2:12][C:13]1[CH:14]=[CH:15][C:16]([C:19]2[CH:24]=[CH:23][CH:22]=[CH:21][N:20]=2)=[CH:17][CH:18]=1, predict the reactants needed to synthesize it. The reactants are: [CH2:1]([C@H:8]([NH:48]C(=O)OC(C)(C)C)[CH2:9][C@H:10]([OH:47])[C@@H:11]([NH:25][C:26](=[O:46])[C@@H:27]([N:32]1[CH2:36][CH2:35][N:34]([CH2:37][C:38]2[CH:43]=[CH:42][CH:41]=[C:40]([CH3:44])[N:39]=2)[C:33]1=[O:45])[C:28]([CH3:31])([CH3:30])[CH3:29])[CH2:12][C:13]1[CH:18]=[CH:17][C:16]([C:19]2[CH:24]=[CH:23][CH:22]=[CH:21][N:20]=2)=[CH:15][CH:14]=1)[C:2]1[CH:7]=[CH:6][CH:5]=[CH:4][CH:3]=1.FC(F)(F)C(O)=O.